Dataset: TCR-epitope binding with 47,182 pairs between 192 epitopes and 23,139 TCRs. Task: Binary Classification. Given a T-cell receptor sequence (or CDR3 region) and an epitope sequence, predict whether binding occurs between them. (1) The epitope is YLQPRTFLL. The TCR CDR3 sequence is CATQGLNTGELFF. Result: 1 (the TCR binds to the epitope). (2) The epitope is TLVPQEHYV. The TCR CDR3 sequence is CSVVFQGPNEQYF. Result: 1 (the TCR binds to the epitope). (3) The epitope is GTSGSPIINR. The TCR CDR3 sequence is CASSSHDRQGQNSPLHF. Result: 0 (the TCR does not bind to the epitope). (4) The epitope is LLLGIGILV. The TCR CDR3 sequence is CASSDSSGSTDTQYF. Result: 1 (the TCR binds to the epitope). (5) The epitope is ARMILMTHF. The TCR CDR3 sequence is CASSPREVMNTEAFF. Result: 0 (the TCR does not bind to the epitope). (6) The epitope is LLSAGIFGA. The TCR CDR3 sequence is CASSLGGSYEQYF. Result: 0 (the TCR does not bind to the epitope). (7) The epitope is AVFDRKSDAK. The TCR CDR3 sequence is CASSLAADYEQYF. Result: 1 (the TCR binds to the epitope). (8) The epitope is VVYRGTTTY. The TCR CDR3 sequence is CASSAGATPGYSYNEQFF. Result: 0 (the TCR does not bind to the epitope). (9) The epitope is ATDALMTGY. The TCR CDR3 sequence is CASSTGLAAQETQYF. Result: 1 (the TCR binds to the epitope). (10) The epitope is SFHSLHLLF. The TCR CDR3 sequence is CTSTRGSTDTQYF. Result: 0 (the TCR does not bind to the epitope).